Task: Predict the reactants needed to synthesize the given product.. Dataset: Full USPTO retrosynthesis dataset with 1.9M reactions from patents (1976-2016) The reactants are: [F:1][C:2]([F:16])([F:15])[C:3]1[C:4]([N:9]2[CH2:14][CH2:13][NH:12][CH2:11][CH2:10]2)=[N:5][CH:6]=[CH:7][CH:8]=1.Cl[C:18]1[C:23]([C:24]([F:27])([F:26])[F:25])=[CH:22][CH:21]=[CH:20][N:19]=1.[NH:28]1[CH2:33]CNCC1.C([OH:38])CCC. Given the product [NH3:5].[F:25][C:24]([F:27])([F:26])[C:23]1[CH:22]=[CH:21][C:20]([NH:28][C:33]([N:12]2[CH2:11][CH2:10][N:9]([C:4]3[C:3]([C:2]([F:1])([F:15])[F:16])=[CH:8][CH:7]=[CH:6][N:5]=3)[CH2:14][CH2:13]2)=[O:38])=[N:19][CH:18]=1, predict the reactants needed to synthesize it.